This data is from Full USPTO retrosynthesis dataset with 1.9M reactions from patents (1976-2016). The task is: Predict the reactants needed to synthesize the given product. (1) The reactants are: [N+:1]([C:4]1[CH:5]=[CH:6][C:7]([N:10]2[CH2:15][CH2:14][O:13][CH2:12][CH2:11]2)=[N:8][CH:9]=1)([O-])=O. Given the product [O:13]1[CH2:14][CH2:15][N:10]([C:7]2[N:8]=[CH:9][C:4]([NH2:1])=[CH:5][CH:6]=2)[CH2:11][CH2:12]1, predict the reactants needed to synthesize it. (2) Given the product [CH3:42][S:43]([OH:46])(=[O:45])=[O:44].[CH3:42][S:43]([OH:46])(=[O:45])=[O:44].[CH3:1][O:2][C:3]1[CH:4]=[C:5]([C:12]2[CH:13]=[CH:14][C:15]([N:18]3[CH2:24][CH2:23][CH2:22][N:21]([C:25]4[CH:30]=[CH:29][C:28]([C:31]5[CH:36]=[C:35]6[O:37][CH2:38][O:39][C:34]6=[C:33]([O:40][CH3:41])[CH:32]=5)=[CH:27][N:26]=4)[CH2:20][CH2:19]3)=[N:16][CH:17]=2)[CH:6]=[C:7]2[O:11][CH2:10][O:9][C:8]=12, predict the reactants needed to synthesize it. The reactants are: [CH3:1][O:2][C:3]1[CH:4]=[C:5]([C:12]2[CH:13]=[CH:14][C:15]([N:18]3[CH2:24][CH2:23][CH2:22][N:21]([C:25]4[CH:30]=[CH:29][C:28]([C:31]5[CH:36]=[C:35]6[O:37][CH2:38][O:39][C:34]6=[C:33]([O:40][CH3:41])[CH:32]=5)=[CH:27][N:26]=4)[CH2:20][CH2:19]3)=[N:16][CH:17]=2)[CH:6]=[C:7]2[O:11][CH2:10][O:9][C:8]=12.[CH3:42][S:43]([OH:46])(=[O:45])=[O:44].